From a dataset of Forward reaction prediction with 1.9M reactions from USPTO patents (1976-2016). Predict the product of the given reaction. (1) Given the reactants [N+:1]([C:4]1[CH:12]=[CH:11][CH:10]=[C:9]2[C:5]=1[C:6](=[O:26])[N:7]([CH:14]1[CH2:19][CH:18]([O:20][C:21](=[O:23])[CH3:22])[C:17](=[O:24])[NH:16][C:15]1=[O:25])[C:8]2=[O:13])([O-:3])=[O:2].[C:27](O[C:27]([O:29][C:30]([CH3:33])([CH3:32])[CH3:31])=[O:28])([O:29][C:30]([CH3:33])([CH3:32])[CH3:31])=[O:28], predict the reaction product. The product is: [C:30]([O:29][C:27]([N:16]1[C:17](=[O:24])[CH:18]([O:20][C:21](=[O:23])[CH3:22])[CH2:19][CH:14]([N:7]2[C:6](=[O:26])[C:5]3[C:9](=[CH:10][CH:11]=[CH:12][C:4]=3[N+:1]([O-:3])=[O:2])[C:8]2=[O:13])[C:15]1=[O:25])=[O:28])([CH3:33])([CH3:32])[CH3:31]. (2) Given the reactants C[Si]([N-][Si](C)(C)C)(C)C.[K+].[F:11][CH:12]([F:24])[C:13]1[N:14]=[CH:15][N:16]([S:18]([N:21]([CH3:23])[CH3:22])(=[O:20])=[O:19])[CH:17]=1.C([C:27]([O:29][CH2:30][CH3:31])=[O:28])#N, predict the reaction product. The product is: [F:24][CH:12]([F:11])[C:13]1[N:14]=[C:15]([C:27]([O:29][CH2:30][CH3:31])=[O:28])[N:16]([S:18](=[O:19])(=[O:20])[N:21]([CH3:22])[CH3:23])[CH:17]=1. (3) Given the reactants [I:1][C:2]1[C:10]2[C:5](=[N:6][CH:7]=[N:8][C:9]=2[NH2:11])[N:4]([CH:12]2[CH2:17][CH2:16][NH:15][CH2:14][CH2:13]2)[N:3]=1.C=O.[C:20](O[BH-](OC(=O)C)OC(=O)C)(=O)C.[Na+].[Na].C(=O)(O)[O-], predict the reaction product. The product is: [I:1][C:2]1[C:10]2[C:5](=[N:6][CH:7]=[N:8][C:9]=2[NH2:11])[N:4]([CH:12]2[CH2:17][CH2:16][N:15]([CH3:20])[CH2:14][CH2:13]2)[N:3]=1. (4) The product is: [Cl:15][C:16]1[CH:17]=[CH:18][C:19]([N+:22]([O-:24])=[O:23])=[C:20]([NH:1][C@H:2]([CH3:3])[C:4]([CH3:7])([CH3:6])[CH3:5])[CH:21]=1. Given the reactants [NH2:1][C@@H:2]([C:4]([CH3:7])([CH3:6])[CH3:5])[CH3:3].C(=O)([O-])[O-].[K+].[K+].O.[Cl:15][C:16]1[CH:21]=[CH:20][C:19]([N+:22]([O-:24])=[O:23])=[C:18](F)[CH:17]=1, predict the reaction product.